From a dataset of NCI-60 drug combinations with 297,098 pairs across 59 cell lines. Regression. Given two drug SMILES strings and cell line genomic features, predict the synergy score measuring deviation from expected non-interaction effect. (1) Drug 1: C1=CC=C(C(=C1)C(C2=CC=C(C=C2)Cl)C(Cl)Cl)Cl. Drug 2: CC1=C(C=C(C=C1)C(=O)NC2=CC(=CC(=C2)C(F)(F)F)N3C=C(N=C3)C)NC4=NC=CC(=N4)C5=CN=CC=C5. Cell line: BT-549. Synergy scores: CSS=3.22, Synergy_ZIP=5.19, Synergy_Bliss=3.31, Synergy_Loewe=-0.0737, Synergy_HSA=0.271. (2) Drug 1: C1=CC(=CC=C1CCCC(=O)O)N(CCCl)CCCl. Drug 2: C1=CC=C(C(=C1)C(C2=CC=C(C=C2)Cl)C(Cl)Cl)Cl. Cell line: SNB-75. Synergy scores: CSS=11.4, Synergy_ZIP=-7.91, Synergy_Bliss=-7.73, Synergy_Loewe=-15.9, Synergy_HSA=-7.55. (3) Drug 1: C1=CC=C(C(=C1)C(C2=CC=C(C=C2)Cl)C(Cl)Cl)Cl. Drug 2: CC(C)CN1C=NC2=C1C3=CC=CC=C3N=C2N. Cell line: K-562. Synergy scores: CSS=1.19, Synergy_ZIP=-2.93, Synergy_Bliss=-6.24, Synergy_Loewe=-2.35, Synergy_HSA=-4.07. (4) Drug 1: CC1C(C(=O)NC(C(=O)N2CCCC2C(=O)N(CC(=O)N(C(C(=O)O1)C(C)C)C)C)C(C)C)NC(=O)C3=C4C(=C(C=C3)C)OC5=C(C(=O)C(=C(C5=N4)C(=O)NC6C(OC(=O)C(N(C(=O)CN(C(=O)C7CCCN7C(=O)C(NC6=O)C(C)C)C)C)C(C)C)C)N)C. Drug 2: COC1=NC(=NC2=C1N=CN2C3C(C(C(O3)CO)O)O)N. Cell line: HOP-62. Synergy scores: CSS=19.7, Synergy_ZIP=-3.21, Synergy_Bliss=-0.655, Synergy_Loewe=-6.24, Synergy_HSA=-0.461. (5) Drug 1: CC1=C(C=C(C=C1)C(=O)NC2=CC(=CC(=C2)C(F)(F)F)N3C=C(N=C3)C)NC4=NC=CC(=N4)C5=CN=CC=C5. Drug 2: CC1C(C(CC(O1)OC2CC(CC3=C2C(=C4C(=C3O)C(=O)C5=C(C4=O)C(=CC=C5)OC)O)(C(=O)CO)O)N)O.Cl. Cell line: SW-620. Synergy scores: CSS=29.6, Synergy_ZIP=1.55, Synergy_Bliss=1.62, Synergy_Loewe=-16.5, Synergy_HSA=-0.615.